Dataset: Catalyst prediction with 721,799 reactions and 888 catalyst types from USPTO. Task: Predict which catalyst facilitates the given reaction. (1) Reactant: [CH3:1][O:2][CH2:3][C:4](Cl)=[O:5].[NH2:7][C:8]1[CH:9]=[C:10]2[C:15](=[CH:16][CH:17]=1)[N:14]=[CH:13][N:12]=[C:11]2[NH:18][C:19]1[CH:24]=[C:23]([Cl:25])[C:22]([Cl:26])=[CH:21][C:20]=1[F:27].C(N(CC)CC)C.C([O-])(O)=O.[Na+]. Product: [Cl:26][C:22]1[C:23]([Cl:25])=[CH:24][C:19]([NH:18][C:11]2[C:10]3[C:15](=[CH:16][CH:17]=[C:8]([NH:7][C:4](=[O:5])[CH2:3][O:2][CH3:1])[CH:9]=3)[N:14]=[CH:13][N:12]=2)=[C:20]([F:27])[CH:21]=1. The catalyst class is: 1. (2) Reactant: [CH2:1]1[CH:8]2[C:4]3([C:10]([OH:12])=O)[CH2:5][CH:6]([CH2:9][CH:2]1[CH2:3]3)[CH2:7]2.C(Cl)(=O)C([Cl:16])=O. Product: [CH2:1]1[CH:8]2[C:4]3([C:10]([Cl:16])=[O:12])[CH2:5][CH:6]([CH2:9][CH:2]1[CH2:3]3)[CH2:7]2. The catalyst class is: 4. (3) Reactant: Br[CH2:2][C:3]1[C:4]([CH3:15])=[N:5][O:6][C:7]=1[C:8]1[CH:13]=[CH:12][C:11]([Br:14])=[CH:10][CH:9]=1.[C-:16]#[N:17].[K+]. Product: [Br:14][C:11]1[CH:12]=[CH:13][C:8]([C:7]2[O:6][N:5]=[C:4]([CH3:15])[C:3]=2[CH2:2][C:16]#[N:17])=[CH:9][CH:10]=1. The catalyst class is: 3. (4) Reactant: [CH:1]([CH:3]1[CH2:8][CH2:7][N:6]([C:9]([O:11][CH2:12][C:13]2[CH:18]=[CH:17][CH:16]=[CH:15][CH:14]=2)=[O:10])[CH2:5][CH2:4]1)=[O:2].[CH2:19]([Mg]Br)[CH2:20][CH:21]=[CH2:22]. Product: [OH:2][CH:1]([CH:3]1[CH2:8][CH2:7][N:6]([C:9]([O:11][CH2:12][C:13]2[CH:14]=[CH:15][CH:16]=[CH:17][CH:18]=2)=[O:10])[CH2:5][CH2:4]1)[CH2:22][CH2:21][CH:20]=[CH2:19]. The catalyst class is: 1. (5) Reactant: [Cl:1][C:2]1[CH:3]=[C:4]([C:12]2[O:16][N:15]=[C:14]([C:17]3[CH:22]=[CH:21][C:20]([O:23]C(C)C)=[C:19]([I:27])[CH:18]=3)[N:13]=2)[CH:5]=[CH:6][C:7]=1[O:8][CH2:9][CH2:10][CH3:11].B(Cl)(Cl)Cl. Product: [Cl:1][C:2]1[CH:3]=[C:4]([C:12]2[O:16][N:15]=[C:14]([C:17]3[CH:22]=[CH:21][C:20]([OH:23])=[C:19]([I:27])[CH:18]=3)[N:13]=2)[CH:5]=[CH:6][C:7]=1[O:8][CH2:9][CH2:10][CH3:11]. The catalyst class is: 2.